Dataset: Full USPTO retrosynthesis dataset with 1.9M reactions from patents (1976-2016). Task: Predict the reactants needed to synthesize the given product. (1) Given the product [C:14]([O:13][C:11]([N:18]1[CH2:23][CH2:22][N:21]([C:2]2[CH:7]=[CH:6][CH:5]=[C:4]([NH2:8])[CH:3]=2)[CH2:20][CH2:19]1)=[O:12])([CH3:17])([CH3:15])[CH3:16], predict the reactants needed to synthesize it. The reactants are: F[C:2]1[CH:7]=[CH:6][CH:5]=[C:4]([N+:8]([O-])=O)[CH:3]=1.[C:11]([N:18]1[CH2:23][CH2:22][NH:21][CH2:20][CH2:19]1)([O:13][C:14]([CH3:17])([CH3:16])[CH3:15])=[O:12]. (2) The reactants are: [CH3:1][O:2][C:3]1[CH:8]=[C:7]([N:9]2[CH2:14][CH2:13][N:12]([CH3:15])[CH2:11][CH2:10]2)[C:6]([N+:16]([O-])=O)=[CH:5][C:4]=1[NH:19][C:20]1[N:25]=[C:24]([N:26]2[CH:30]=[C:29]([CH:31]=O)[CH:28]=[N:27]2)[C:23]([CH3:33])=[CH:22][N:21]=1.[NH:34]1[CH2:39][CH2:38][O:37][CH2:36][CH2:35]1. Given the product [CH3:1][O:2][C:3]1[C:4]([NH:19][C:20]2[N:25]=[C:24]([N:26]3[CH:30]=[C:29]([CH2:31][N:34]4[CH2:39][CH2:38][O:37][CH2:36][CH2:35]4)[CH:28]=[N:27]3)[C:23]([CH3:33])=[CH:22][N:21]=2)=[CH:5][C:6]([NH:16][C:3](=[O:2])[CH:4]=[CH2:5])=[C:7]([N:9]2[CH2:14][CH2:13][N:12]([CH3:15])[CH2:11][CH2:10]2)[CH:8]=1, predict the reactants needed to synthesize it. (3) The reactants are: [O:1]=[C:2]([N:8]([CH2:23][C:24]1[CH:29]=[CH:28][CH:27]=[CH:26][CH:25]=1)[CH2:9][C@H:10]1[CH2:15][O:14][CH2:13][CH2:12][N:11]1CC1C=CC=CC=1)[C:3](OCC)=[O:4]. Given the product [C:24]1([CH2:23][N:8]2[C:2](=[O:1])[C:3](=[O:4])[N:11]3[C@H:10]([CH2:15][O:14][CH2:13][CH2:12]3)[CH2:9]2)[CH:29]=[CH:28][CH:27]=[CH:26][CH:25]=1, predict the reactants needed to synthesize it. (4) Given the product [C:1]([N:9]1[CH2:14][CH2:13][N:12]([C:15](=[O:30])[C@@H:16]([O:18][C:19]2[CH:28]=[CH:27][CH:26]=[C:25]3[C:20]=2[CH:21]=[CH:22][C:23]([O:33][CH3:32])=[N:24]3)[CH3:17])[C@H:11]([CH3:31])[CH2:10]1)(=[O:8])[C:2]1[CH:7]=[CH:6][CH:5]=[CH:4][CH:3]=1, predict the reactants needed to synthesize it. The reactants are: [C:1]([N:9]1[CH2:14][CH2:13][N:12]([C:15](=[O:30])[C@@H:16]([O:18][C:19]2[CH:28]=[CH:27][CH:26]=[C:25]3[C:20]=2[CH:21]=[CH:22][C:23](Cl)=[N:24]3)[CH3:17])[C@H:11]([CH3:31])[CH2:10]1)(=[O:8])[C:2]1[CH:7]=[CH:6][CH:5]=[CH:4][CH:3]=1.[CH3:32][O-:33].[Na+]. (5) Given the product [CH3:8][C:7]1[N:6]([C:9]2[CH:14]=[CH:13][CH:12]=[C:11]([C:15]([F:16])([F:17])[F:18])[CH:10]=2)[C:5](=[O:19])[C:4]([C:20]([NH:22][CH2:23][C:24]2[CH:29]=[CH:28][C:27]([S:30]([CH3:33])(=[O:31])=[O:32])=[CH:26][CH:25]=2)=[O:21])=[CH:3][C:2]=1[C:39]1[C:35]([CH3:34])=[N:36][O:37][CH:38]=1, predict the reactants needed to synthesize it. The reactants are: I[C:2]1[CH:3]=[C:4]([C:20]([NH:22][CH2:23][C:24]2[CH:29]=[CH:28][C:27]([S:30]([CH3:33])(=[O:32])=[O:31])=[CH:26][CH:25]=2)=[O:21])[C:5](=[O:19])[N:6]([C:9]2[CH:14]=[CH:13][CH:12]=[C:11]([C:15]([F:18])([F:17])[F:16])[CH:10]=2)[C:7]=1[CH3:8].[CH3:34][C:35]1[C:39]([Sn](CCCC)(CCCC)CCCC)=[CH:38][O:37][N:36]=1.C(OCC)(=O)C.O. (6) The reactants are: [C:1]([C@@H:5]1[CH2:10][CH2:9][C@H:8]([OH:11])[CH2:7][CH2:6]1)([CH3:4])([CH3:3])[CH3:2].O[C:13]1[C:14]([C:30]([F:33])([F:32])[F:31])=[C:15]2[C:20](=[CH:21][CH:22]=1)[CH:19]=[C:18]([C@:23]1([CH3:29])[CH2:27][O:26][C:25](=[O:28])[NH:24]1)[CH:17]=[CH:16]2.C1(P(C2C=CC=CC=2)C2C=CC=CC=2)C=CC=CC=1.O1CCCC1.N(C(OC(C)C)=O)=NC(OC(C)C)=O. Given the product [C:1]([C@H:5]1[CH2:6][CH2:7][C@H:8]([O:11][C:13]2[C:14]([C:30]([F:32])([F:33])[F:31])=[C:15]3[C:20](=[CH:21][CH:22]=2)[CH:19]=[C:18]([C@:23]2([CH3:29])[CH2:27][O:26][C:25](=[O:28])[NH:24]2)[CH:17]=[CH:16]3)[CH2:9][CH2:10]1)([CH3:4])([CH3:2])[CH3:3], predict the reactants needed to synthesize it. (7) Given the product [N+:14]([C:11]1[CH:12]=[CH:13][C:8]([C:18]#[C:17][C:19]2[CH:28]=[CH:27][C:22]([C:23]([O:25][CH3:26])=[O:24])=[CH:21][CH:20]=2)=[N:9][CH:10]=1)([O-:16])=[O:15], predict the reactants needed to synthesize it. The reactants are: O1CCOCC1.Br[C:8]1[CH:13]=[CH:12][C:11]([N+:14]([O-:16])=[O:15])=[CH:10][N:9]=1.[C:17]([C:19]1[CH:28]=[CH:27][C:22]([C:23]([O:25][CH3:26])=[O:24])=[CH:21][CH:20]=1)#[CH:18].C(NC(C)C)(C)C.